From a dataset of Peptide-MHC class I binding affinity with 185,985 pairs from IEDB/IMGT. Regression. Given a peptide amino acid sequence and an MHC pseudo amino acid sequence, predict their binding affinity value. This is MHC class I binding data. (1) The peptide sequence is VVSEIDLQW. The MHC is HLA-A02:03 with pseudo-sequence HLA-A02:03. The binding affinity (normalized) is 0.0847. (2) The peptide sequence is FCFKYAAAF. The MHC is Mamu-A2201 with pseudo-sequence Mamu-A2201. The binding affinity (normalized) is 0.219. (3) The peptide sequence is IVRQGIRQL. The MHC is HLA-B15:17 with pseudo-sequence HLA-B15:17. The binding affinity (normalized) is 0.706. (4) The peptide sequence is YLKDQQLL. The MHC is HLA-A03:01 with pseudo-sequence HLA-A03:01. The binding affinity (normalized) is 0. (5) The peptide sequence is LLLDVTPLSL. The MHC is HLA-A02:01 with pseudo-sequence HLA-A02:01. The binding affinity (normalized) is 0.738.